From a dataset of Reaction yield outcomes from USPTO patents with 853,638 reactions. Predict the reaction yield, written as a fraction of the theoretical maximum amount of product (1.0 means a 100% yield; for example, 0.34 means a 34% yield). The reactants are [N:1]1[CH:6]=[CH:5][CH:4]=[C:3]([NH:7][C:8](=[O:14])[O:9][C:10]([CH3:13])([CH3:12])[CH3:11])[CH:2]=1.C([Li])(C)(C)C.[CH2:20]1[O:22][CH2:21]1.[Cl-].[NH4+]. The catalyst is O1CCCC1. The product is [OH:22][CH2:21][CH2:20][C:4]1[CH:5]=[CH:6][N:1]=[CH:2][C:3]=1[NH:7][C:8](=[O:14])[O:9][C:10]([CH3:11])([CH3:13])[CH3:12]. The yield is 0.700.